Predict the reactants needed to synthesize the given product. From a dataset of Full USPTO retrosynthesis dataset with 1.9M reactions from patents (1976-2016). The reactants are: [Cl:1][C:2]1[C:7]2[S:8][C:9](C(O)=O)=[CH:10][C:6]=2[CH:5]=[CH:4][CH:3]=1. Given the product [Cl:1][C:2]1[C:7]2[S:8][CH:9]=[CH:10][C:6]=2[CH:5]=[CH:4][CH:3]=1, predict the reactants needed to synthesize it.